From a dataset of Forward reaction prediction with 1.9M reactions from USPTO patents (1976-2016). Predict the product of the given reaction. (1) Given the reactants Br[CH:2]([C:4]1[N:8]=[C:7]([NH:9][C:10](=[O:16])[O:11][C:12]([CH3:15])([CH3:14])[CH3:13])[S:6][N:5]=1)[CH3:3].[C-:17]#[N:18].[Na+].[Na+].[I-], predict the reaction product. The product is: [C:17]([CH:2]([C:4]1[N:8]=[C:7]([NH:9][C:10](=[O:16])[O:11][C:12]([CH3:15])([CH3:14])[CH3:13])[S:6][N:5]=1)[CH3:3])#[N:18]. (2) Given the reactants [C:1]([C@H:5]1[CH2:10][CH2:9][C@H:8]([O:11][C:12]2[CH:13]=[C:14]3[C:19](=[CH:20][CH:21]=2)[CH:18]=[C:17]([CH:22]([N:24]2[CH2:29][CH2:28][CH:27]([C:30]([O:32]CC)=[O:31])[CH2:26][CH2:25]2)[CH3:23])[CH:16]=[CH:15]3)[CH2:7][CH2:6]1)([CH3:4])([CH3:3])[CH3:2].[OH-].[Na+], predict the reaction product. The product is: [C:1]([C@H:5]1[CH2:10][CH2:9][C@H:8]([O:11][C:12]2[CH:13]=[C:14]3[C:19](=[CH:20][CH:21]=2)[CH:18]=[C:17]([CH:22]([N:24]2[CH2:25][CH2:26][CH:27]([C:30]([OH:32])=[O:31])[CH2:28][CH2:29]2)[CH3:23])[CH:16]=[CH:15]3)[CH2:7][CH2:6]1)([CH3:2])([CH3:3])[CH3:4]. (3) Given the reactants [F:1][C:2]1([C:26]2[CH:31]=[CH:30][CH:29]=[CH:28][C:27]=2[C:32]([F:35])([F:34])[F:33])[CH2:7][CH2:6][N:5]([C:8]([C:10]2[C:14]3[CH2:15][N:16](C(OC(C)(C)C)=O)[CH2:17][CH2:18][C:13]=3[NH:12][N:11]=2)=[O:9])[CH2:4][CH2:3]1.[ClH:36], predict the reaction product. The product is: [ClH:36].[F:1][C:2]1([C:26]2[CH:31]=[CH:30][CH:29]=[CH:28][C:27]=2[C:32]([F:33])([F:34])[F:35])[CH2:7][CH2:6][N:5]([C:8]([C:10]2[C:14]3[CH2:15][NH:16][CH2:17][CH2:18][C:13]=3[NH:12][N:11]=2)=[O:9])[CH2:4][CH2:3]1.